This data is from Reaction yield outcomes from USPTO patents with 853,638 reactions. The task is: Predict the reaction yield, written as a fraction of the theoretical maximum amount of product (1.0 means a 100% yield; for example, 0.34 means a 34% yield). (1) The reactants are [F:1][C:2]([F:7])([F:6])[C:3]([OH:5])=[O:4].[F:8][C:9]([F:14])([F:13])[C:10]([OH:12])=[O:11].FC(F)(F)C(O)=O.[Cl:22][C:23]1[CH:24]=[N:25][C:26]2[NH:27][C:28]3[CH:29]=[N:30][CH:31]=[C:32]([CH:53]=3)[CH2:33][CH2:34][C:35]3[CH:43]=[C:39]([NH:40][C:41]=1[N:42]=2)[CH:38]=[CH:37][C:36]=3[NH:44][C:45](=[O:52])[CH2:46][C@@H:47]1[CH2:51][CH2:50][NH:49][CH2:48]1.[NH:54]1[CH:58]=[N:57][C:56]([C:59](O)=[O:60])=[N:55]1. No catalyst specified. The product is [F:1][C:2]([F:7])([F:6])[C:3]([OH:5])=[O:4].[F:8][C:9]([F:14])([F:13])[C:10]([OH:12])=[O:11].[Cl:22][C:23]1[CH:24]=[N:25][C:26]2[NH:27][C:28]3[CH:29]=[N:30][CH:31]=[C:32]([CH:53]=3)[CH2:33][CH2:34][C:35]3[CH:43]=[C:39]([NH:40][C:41]=1[N:42]=2)[CH:38]=[CH:37][C:36]=3[NH:44][C:45](=[O:52])[CH2:46][C@@H:47]1[CH2:51][CH2:50][N:49]([C:59]([C:56]2[N:57]=[CH:58][NH:54][N:55]=2)=[O:60])[CH2:48]1. The yield is 0.680. (2) The reactants are O[CH2:2][C:3]1[CH:14]=[N:13][C:6]2[N:7]([CH3:12])[CH2:8][C:9](=[O:11])[NH:10][C:5]=2[CH:4]=1.[I-].C(C[P+](C)(C)C)#N.C(N(C(C)C)C(C)C)C.Cl.[Cl:33][C:34]1[CH:39]=[CH:38][C:37]([N:40]2[CH2:45][CH2:44][NH:43][CH2:42][CH2:41]2)=[CH:36][CH:35]=1. The catalyst is C(#N)CC.O. The product is [Cl:33][C:34]1[CH:35]=[CH:36][C:37]([N:40]2[CH2:45][CH2:44][N:43]([CH2:2][C:3]3[CH:14]=[N:13][C:6]4[N:7]([CH3:12])[CH2:8][C:9](=[O:11])[NH:10][C:5]=4[CH:4]=3)[CH2:42][CH2:41]2)=[CH:38][CH:39]=1. The yield is 0.0800. (3) The reactants are [NH2:1][C:2]1[CH:3]=[C:4]([CH:21]=[CH:22][C:23]=1[F:24])[O:5][C:6]1[CH:7]=[CH:8][C:9]2[N:10]([CH:12]=[C:13]([NH:15][C:16]([CH:18]3[CH2:20][CH2:19]3)=[O:17])[N:14]=2)[N:11]=1.[CH3:25][C:26]1[O:27][C:28]([CH3:34])=[C:29]([C:31](Cl)=[O:32])[N:30]=1.O. The catalyst is CN(C)C(=O)C. The product is [CH:18]1([C:16]([NH:15][C:13]2[N:14]=[C:9]3[CH:8]=[CH:7][C:6]([O:5][C:4]4[CH:21]=[CH:22][C:23]([F:24])=[C:2]([NH:1][C:31]([C:29]5[N:30]=[C:26]([CH3:25])[O:27][C:28]=5[CH3:34])=[O:32])[CH:3]=4)=[N:11][N:10]3[CH:12]=2)=[O:17])[CH2:20][CH2:19]1. The yield is 0.720.